This data is from Full USPTO retrosynthesis dataset with 1.9M reactions from patents (1976-2016). The task is: Predict the reactants needed to synthesize the given product. (1) Given the product [CH:7](/[C:4]1[CH:3]=[C:2]([OH:1])[S:6][CH:5]=1)=[CH:14]\[CH:9]=[CH2:10], predict the reactants needed to synthesize it. The reactants are: [OH:1][C:2]1[S:6][CH:5]=[C:4]([CH:7]=O)[CH:3]=1.[C:9]1(P(C2C=CC=CC=2)C2C=CC=CC=2)[CH:14]=CC=C[CH:10]=1.C([Li])CCC. (2) Given the product [C:8]([C:7]1[CH:6]=[CH:5][C:4]([NH:10][C@H:11]([CH2:15][C:16]2[CH:21]=[CH:20][CH:19]=[CH:18][CH:17]=2)[C:12]([NH2:14])=[O:13])=[CH:3][C:2]=1[NH:23][C:24]1[S:28][N:27]=[C:26]([CH3:29])[CH:25]=1)#[N:9], predict the reactants needed to synthesize it. The reactants are: Br[C:2]1[CH:3]=[C:4]([NH:10][C@H:11]([CH2:15][C:16]2[CH:21]=[CH:20][CH:19]=[CH:18][CH:17]=2)[C:12]([NH2:14])=[O:13])[CH:5]=[CH:6][C:7]=1[C:8]#[N:9].Cl.[NH2:23][C:24]1[S:28][N:27]=[C:26]([CH3:29])[CH:25]=1.C1C=CC(P(C2C(C3C(P(C4C=CC=CC=4)C4C=CC=CC=4)=CC=C4C=3C=CC=C4)=C3C(C=CC=C3)=CC=2)C2C=CC=CC=2)=CC=1.C([O-])([O-])=O.[K+].[K+]. (3) Given the product [CH3:26][C:16]1[CH:21]=[CH:20][C:19]([S:22]([O:12][CH2:11][C:8]2([CH3:10])[CH2:7][C:6]3[CH:13]=[C:2]([Cl:1])[CH:3]=[C:4]([O:14][CH3:15])[C:5]=3[O:9]2)(=[O:24])=[O:23])=[CH:18][CH:17]=1, predict the reactants needed to synthesize it. The reactants are: [Cl:1][C:2]1[CH:3]=[C:4]([O:14][CH3:15])[C:5]2[O:9][C:8]([CH2:11][OH:12])([CH3:10])[CH2:7][C:6]=2[CH:13]=1.[C:16]1([CH3:26])[CH:21]=[CH:20][C:19]([S:22](Cl)(=[O:24])=[O:23])=[CH:18][CH:17]=1.C(N(C(C)C)CC)(C)C. (4) Given the product [Br:18][CH:3]1[C:4]2[C:9](=[CH:8][CH:7]=[CH:6][CH:5]=2)[C:1](=[O:10])[O:2]1, predict the reactants needed to synthesize it. The reactants are: [C:1]1(=[O:10])[C:9]2[C:4](=[CH:5][CH:6]=[CH:7][CH:8]=2)[CH2:3][O:2]1.C1C(=O)N([Br:18])C(=O)C1.CC(N=NC(C#N)(C)C)(C#N)C.O. (5) The reactants are: C1C2C(COC([NH:18][C@@H:19]([CH2:38][S:39][CH2:40][C@H:41]([O:60][CH2:61][CH2:62][CH2:63][CH2:64][CH2:65][CH2:66][CH2:67][CH2:68][CH2:69][CH2:70][CH2:71][CH2:72][CH2:73][CH2:74][CH2:75][CH3:76])[CH2:42][O:43][CH2:44][CH2:45][CH2:46][CH2:47][CH2:48][CH2:49][CH2:50][CH2:51][CH2:52][CH2:53][CH2:54][CH2:55][CH2:56][CH2:57][CH2:58][CH3:59])[C:20](=[O:37])[NH:21][C@@H:22]([CH2:35][CH3:36])[C:23](=[O:34])[NH:24][C@@H:25]([C:31](=[O:33])[NH2:32])[CH2:26][CH2:27][C:28]([OH:30])=[O:29])=O)C3C(=CC=CC=3)C=2C=CC=1.N1CCCCC1. Given the product [NH2:18][C@@H:19]([CH2:38][S:39][CH2:40][C@H:41]([O:60][CH2:61][CH2:62][CH2:63][CH2:64][CH2:65][CH2:66][CH2:67][CH2:68][CH2:69][CH2:70][CH2:71][CH2:72][CH2:73][CH2:74][CH2:75][CH3:76])[CH2:42][O:43][CH2:44][CH2:45][CH2:46][CH2:47][CH2:48][CH2:49][CH2:50][CH2:51][CH2:52][CH2:53][CH2:54][CH2:55][CH2:56][CH2:57][CH2:58][CH3:59])[C:20](=[O:37])[NH:21][C@@H:22]([CH2:35][CH3:36])[C:23](=[O:34])[NH:24][C@@H:25]([C:31](=[O:33])[NH2:32])[CH2:26][CH2:27][C:28]([OH:30])=[O:29], predict the reactants needed to synthesize it.